Dataset: Catalyst prediction with 721,799 reactions and 888 catalyst types from USPTO. Task: Predict which catalyst facilitates the given reaction. (1) Reactant: [OH:1][C:2]1[C:3]2[S:23][C:22]([CH3:24])=[N:21][C:4]=2[N:5]([CH3:20])[C:6](=[O:19])[C:7]=1[C:8]([NH:10][CH2:11][C:12]([O:14]C(C)(C)C)=[O:13])=[O:9].C(N(CC)C(C)C)(C)C.OC1C2SC(C)=NC=2N(C)C(=O)C=1C(OCC)=O. Product: [OH:1][C:2]1[C:3]2[S:23][C:22]([CH3:24])=[N:21][C:4]=2[N:5]([CH3:20])[C:6](=[O:19])[C:7]=1[C:8]([NH:10][CH2:11][C:12]([OH:14])=[O:13])=[O:9]. The catalyst class is: 12. (2) Reactant: C(OC([N:8]1[C:12](=[O:13])/[C:11](=[CH:14]\[OH:15])/[CH:10]2[CH2:16][C:17]3[C:22]([CH:9]12)=[CH:21][CH:20]=[CH:19][CH:18]=3)=O)(C)(C)C.FC(F)(F)C(O)=O.[Na]. Product: [OH:15]/[CH:14]=[C:11]1/[CH:10]2[CH2:16][C:17]3[C:22](=[CH:21][CH:20]=[CH:19][CH:18]=3)[CH:9]2[NH:8][C:12]/1=[O:13]. The catalyst class is: 4.